From a dataset of Peptide-MHC class I binding affinity with 185,985 pairs from IEDB/IMGT. Regression. Given a peptide amino acid sequence and an MHC pseudo amino acid sequence, predict their binding affinity value. This is MHC class I binding data. (1) The peptide sequence is LIGANYLGK. The MHC is HLA-A03:01 with pseudo-sequence HLA-A03:01. The binding affinity (normalized) is 0.396. (2) The peptide sequence is LPQFEEIRNL. The MHC is HLA-B53:01 with pseudo-sequence HLA-B53:01. The binding affinity (normalized) is 0.206. (3) The peptide sequence is IQRRGAQFQ. The MHC is HLA-B46:01 with pseudo-sequence HLA-B46:01. The binding affinity (normalized) is 0.0847. (4) The peptide sequence is ETIEDYLGY. The MHC is HLA-B44:02 with pseudo-sequence HLA-B44:02. The binding affinity (normalized) is 0.0847. (5) The peptide sequence is LLTALGMSL. The MHC is Mamu-B1001 with pseudo-sequence Mamu-B1001. The binding affinity (normalized) is 0.273. (6) The peptide sequence is AIILHQQQK. The MHC is HLA-A03:01 with pseudo-sequence HLA-A03:01. The binding affinity (normalized) is 0.571.